Task: Predict the reactants needed to synthesize the given product.. Dataset: Full USPTO retrosynthesis dataset with 1.9M reactions from patents (1976-2016) (1) Given the product [C:18]([O:17][C:16](=[O:22])[NH:15][CH2:12][C:13]1[N:3]=[N:2][N:1]([CH2:4][C:5]2[CH:10]=[CH:9][CH:8]=[C:7]([Br:11])[N:6]=2)[CH:14]=1)([CH3:21])([CH3:20])[CH3:19], predict the reactants needed to synthesize it. The reactants are: [N:1]([CH2:4][C:5]1[CH:10]=[CH:9][CH:8]=[C:7]([Br:11])[N:6]=1)=[N+:2]=[N-:3].[CH2:12]([NH:15][C:16](=[O:22])[O:17][C:18]([CH3:21])([CH3:20])[CH3:19])[C:13]#[CH:14].O=C1O[C@H]([C@H](CO)O)C([O-])=C1O.[Na+]. (2) Given the product [CH2:11]([C:13]1[N:14]=[C:15]([C:20]2[CH:25]=[CH:24][C:23]([C:26]([F:29])([F:28])[F:27])=[CH:22][CH:21]=2)[O:16][C:17]=1[CH:18]=[O:19])[CH3:12], predict the reactants needed to synthesize it. The reactants are: C(Cl)(=O)C(Cl)=O.CS(C)=O.[CH2:11]([C:13]1[N:14]=[C:15]([C:20]2[CH:25]=[CH:24][C:23]([C:26]([F:29])([F:28])[F:27])=[CH:22][CH:21]=2)[O:16][C:17]=1[CH2:18][OH:19])[CH3:12].C(N(CC)CC)C. (3) Given the product [ClH:20].[CH3:13][N:8]([CH3:1])[CH2:9][CH2:10][CH2:11][N:47]=[C:45]=[N:25][CH2:24][CH3:26].[C:1]([N:8]1[CH2:13][CH2:12][C:11]([C:14]2[CH:19]=[CH:18][C:17]([Cl:20])=[C:16]([Cl:21])[CH:15]=2)([CH2:22][NH:23][C:36]([C:28]2[C:29]3[C:34](=[CH:33][CH:32]=[CH:31][CH:30]=3)[CH:35]=[C:26]([C:24]#[N:25])[C:27]=2[CH2:39][CH3:40])=[O:37])[CH2:10][CH2:9]1)([O:3][C:4]([CH3:7])([CH3:6])[CH3:5])=[O:2], predict the reactants needed to synthesize it. The reactants are: [C:1]([N:8]1[CH2:13][CH2:12][C:11]([CH2:22][NH2:23])([C:14]2[CH:19]=[CH:18][C:17]([Cl:20])=[C:16]([Cl:21])[CH:15]=2)[CH2:10][CH2:9]1)([O:3][C:4]([CH3:7])([CH3:6])[CH3:5])=[O:2].[C:24]([C:26]1[C:27]([CH2:39][CH3:40])=[C:28]([C:36](O)=[O:37])[C:29]2[C:34]([CH:35]=1)=[CH:33][CH:32]=[CH:31][CH:30]=2)#[N:25].C1C=[C:45]2[N:47]=NN(O)C2=CC=1.O.CN1CCOCC1. (4) Given the product [ClH:15].[CH3:17][O:11][C:10](=[O:12])[C@H:8]([CH2:7][CH:1]1[CH2:6][CH2:5][CH2:4][CH2:3][CH2:2]1)[NH2:9], predict the reactants needed to synthesize it. The reactants are: [CH:1]1([CH2:7][C@@H:8]([C:10]([OH:12])=[O:11])[NH2:9])[CH2:6][CH2:5][CH2:4][CH2:3][CH2:2]1.S(Cl)([Cl:15])=O.[CH3:17]O. (5) Given the product [F:24][C:6]1[CH:5]=[C:4]2[C:9]([CH:10]=[C:11]([CH:12]3[CH2:16][CH2:15][CH2:14][N:13]3[C:17]([O:19][C:20]([CH3:23])([CH3:22])[CH3:21])=[O:18])[C:2]([C:30]3[CH:35]=[CH:34][CH:33]=[CH:32][N:31]=3)=[N:3]2)=[CH:8][CH:7]=1, predict the reactants needed to synthesize it. The reactants are: Cl[C:2]1[C:11]([CH:12]2[CH2:16][CH2:15][CH2:14][N:13]2[C:17]([O:19][C:20]([CH3:23])([CH3:22])[CH3:21])=[O:18])=[CH:10][C:9]2[C:4](=[CH:5][C:6]([F:24])=[CH:7][CH:8]=2)[N:3]=1.C([Sn](CCCC)(CCCC)[C:30]1[CH:35]=[CH:34][CH:33]=[CH:32][N:31]=1)CCC.